Dataset: Catalyst prediction with 721,799 reactions and 888 catalyst types from USPTO. Task: Predict which catalyst facilitates the given reaction. (1) Product: [Br:1][C:2]1[CH:12]=[N:11][C:5]2[O:6][CH2:7][CH2:8][NH:9][C:4]=2[CH:3]=1. Reactant: [Br:1][C:2]1[CH:12]=[N:11][C:5]2[O:6][CH2:7][C:8](=O)[NH:9][C:4]=2[CH:3]=1.[H-].[Al+3].[Li+].[H-].[H-].[H-].O.[OH-].[Na+]. The catalyst class is: 7. (2) Reactant: [NH2:1][O:2][Si:3]([C:6]([CH3:9])([CH3:8])[CH3:7])([CH3:5])[CH3:4].N1C=CC=CC=1.[C:16](Cl)(=[O:27])[O:17][C:18]1[CH:23]=[CH:22][C:21]([N+:24]([O-:26])=[O:25])=[CH:20][CH:19]=1. Product: [Si:3]([O:2][NH:1][C:16](=[O:27])[O:17][C:18]1[CH:19]=[CH:20][C:21]([N+:24]([O-:26])=[O:25])=[CH:22][CH:23]=1)([C:6]([CH3:9])([CH3:8])[CH3:7])([CH3:5])[CH3:4]. The catalyst class is: 576. (3) Reactant: [NH2:1][C:2]1[CH:3]=[C:4]2[C:8](=[CH:9][CH:10]=1)[C:7](=[O:11])[CH2:6][CH2:5]2.[C:12](Cl)(=[O:21])[C:13]1[CH:18]=[CH:17][CH:16]=[C:15]([O:19][CH3:20])[CH:14]=1.C(N(CC)CC)C. Product: [CH3:20][O:19][C:15]1[CH:14]=[C:13]([CH:18]=[CH:17][CH:16]=1)[C:12]([NH:1][C:2]1[CH:3]=[C:4]2[C:8](=[CH:9][CH:10]=1)[C:7](=[O:11])[CH2:6][CH2:5]2)=[O:21]. The catalyst class is: 1. (4) Reactant: [F:1][C:2]1[CH:3]=[C:4]([CH:8]=[C:9]([N:11]([CH3:18])[C:12]2[CH:13]=[N:14][CH:15]=[N:16][CH:17]=2)[CH:10]=1)[C:5]([OH:7])=O.[CH3:19][C:20]1[N:21]=[C:22]([NH2:25])[S:23][CH:24]=1.F[P-](F)(F)(F)(F)F.N1(OC(N(C)C)=[N+](C)C)C2N=CC=CC=2N=N1.CCN(C(C)C)C(C)C. Product: [F:1][C:2]1[CH:3]=[C:4]([CH:8]=[C:9]([N:11]([CH3:18])[C:12]2[CH:13]=[N:14][CH:15]=[N:16][CH:17]=2)[CH:10]=1)[C:5]([NH:25][C:22]1[S:23][CH:24]=[C:20]([CH3:19])[N:21]=1)=[O:7]. The catalyst class is: 59.